This data is from Forward reaction prediction with 1.9M reactions from USPTO patents (1976-2016). The task is: Predict the product of the given reaction. (1) Given the reactants [NH2:1][C:2]1[CH:3]=[C:4]([C:8]2[C:16]3[C:11](=[CH:12][CH:13]=[C:14]([C:17]([NH2:19])=[O:18])[CH:15]=3)[N:10](C3CCCCO3)[N:9]=2)[CH:5]=[CH:6][CH:7]=1.[F:26][C:27]1[CH:32]=[CH:31][C:30]([CH2:33][CH2:34][C:35](O)=[O:36])=[CH:29][CH:28]=1.CCN=C=NCCCN(C)C, predict the reaction product. The product is: [F:26][C:27]1[CH:28]=[CH:29][C:30]([CH2:33][CH2:34][C:35]([NH:1][C:2]2[CH:3]=[C:4]([C:8]3[C:16]4[C:11](=[CH:12][CH:13]=[C:14]([C:17]([NH2:19])=[O:18])[CH:15]=4)[NH:10][N:9]=3)[CH:5]=[CH:6][CH:7]=2)=[O:36])=[CH:31][CH:32]=1. (2) Given the reactants [Cl:1][C:2]1[N:10]=[C:9]2[C:5]([N:6]=[CH:7][N:8]2[CH:11]2[CH2:15][CH2:14][CH2:13][CH2:12]2)=[C:4](Cl)[N:3]=1.[Cl:17][C:18]1[CH:23]=[C:22]([Cl:24])[CH:21]=[CH:20][C:19]=1[NH:25][NH2:26], predict the reaction product. The product is: [Cl:1][C:2]1[N:10]=[C:9]2[C:5]([N:6]=[CH:7][N:8]2[CH:11]2[CH2:15][CH2:14][CH2:13][CH2:12]2)=[C:4]([NH:26][NH:25][C:19]2[CH:20]=[CH:21][C:22]([Cl:24])=[CH:23][C:18]=2[Cl:17])[N:3]=1. (3) Given the reactants [Br:1][C:2]1[CH:7]=[CH:6][C:5]2[C:8]3([O:26][C:27](=[O:28])[C:4]=2[CH:3]=1)[CH2:13][CH2:12][N:11]([C:14]([C:16]1[C:24]2[C:19](=[CH:20][C:21]([Cl:25])=[CH:22][CH:23]=2)[NH:18][CH:17]=1)=[O:15])[CH2:10][CH2:9]3.[F:29][C:30]1[CH:31]=[C:32]([CH:35]=[CH:36][CH:37]=1)[CH2:33]Cl, predict the reaction product. The product is: [Br:1][C:2]1[CH:7]=[CH:6][C:5]2[C:8]3([O:26][C:27](=[O:28])[C:4]=2[CH:3]=1)[CH2:9][CH2:10][N:11]([C:14]([C:16]1[C:24]2[C:19](=[CH:20][C:21]([Cl:25])=[CH:22][CH:23]=2)[N:18]([CH2:33][C:32]2[CH:35]=[CH:36][CH:37]=[C:30]([F:29])[CH:31]=2)[CH:17]=1)=[O:15])[CH2:12][CH2:13]3. (4) The product is: [CH3:14][S@@:15]([CH2:18][CH2:19][CH2:20][O:21][CH2:22][C:23]1[CH:28]=[CH:27][CH:26]=[CH:25][CH:24]=1)(=[NH:17])=[O:16]. Given the reactants S(C1C=CC([N+]([O-])=O)=CC=1)(O)(=O)=O.[CH3:14][S@@:15]([CH2:18][CH2:19][CH2:20][O:21][CH2:22][C:23]1[CH:28]=[CH:27][CH:26]=[CH:25][CH:24]=1)(=[NH:17])=[O:16].C1(S)C=CC=CC=1.C([O-])([O-])=O.[Cs+].[Cs+], predict the reaction product.